From a dataset of Reaction yield outcomes from USPTO patents with 853,638 reactions. Predict the reaction yield, written as a fraction of the theoretical maximum amount of product (1.0 means a 100% yield; for example, 0.34 means a 34% yield). The reactants are COC1C=C(OC)C=CC=1C[N:6]([C:31]1[CH:36]=[CH:35][N:34]=[CH:33][N:32]=1)[S:7]([C:10]1[CH:15]=[CH:14][C:13]([O:16][C@H:17]2[CH2:23][CH2:22][CH2:21][CH2:20][CH2:19][C@@H:18]2[C:24]2[N:28]([CH3:29])[N:27]=[CH:26][CH:25]=2)=[C:12]([CH3:30])[CH:11]=1)(=[O:9])=[O:8].C([SiH](CC)CC)C.FC(F)(F)C(O)=O. The catalyst is ClCCl. The product is [CH3:30][C:12]1[CH:11]=[C:10]([S:7]([NH:6][C:31]2[CH:36]=[CH:35][N:34]=[CH:33][N:32]=2)(=[O:8])=[O:9])[CH:15]=[CH:14][C:13]=1[O:16][C@H:17]1[CH2:23][CH2:22][CH2:21][CH2:20][CH2:19][C@@H:18]1[C:24]1[N:28]([CH3:29])[N:27]=[CH:26][CH:25]=1. The yield is 0.740.